From a dataset of Forward reaction prediction with 1.9M reactions from USPTO patents (1976-2016). Predict the product of the given reaction. (1) Given the reactants Br[C:2]1[CH:3]=[C:4]([C:9]2[N:10]=[C:11]([S:15][CH3:16])[N:12]=[N:13][CH:14]=2)[CH:5]=[CH:6][C:7]=1[F:8].C(B(CC)[C:20]1[CH:21]=[N:22][CH:23]=[CH:24][CH:25]=1)C, predict the reaction product. The product is: [F:8][C:7]1[CH:6]=[CH:5][C:4]([C:9]2[N:10]=[C:11]([S:15][CH3:16])[N:12]=[N:13][CH:14]=2)=[CH:3][C:2]=1[C:20]1[CH:21]=[N:22][CH:23]=[CH:24][CH:25]=1. (2) Given the reactants [CH2:1]([N:8]1[CH2:13][CH2:12][C:11](=[CH:14][CH2:15][CH2:16][CH3:17])[CH2:10][CH2:9]1)[C:2]1[CH:7]=[CH:6]C=CC=1.[H-].[Na+].[H][H].[CH2:22]([N:29]1CCC(=O)CC1)[C:23]1C=C[CH:26]=[CH:25][CH:24]=1.C[S:37]([CH3:39])=O, predict the reaction product. The product is: [CH2:14]([CH:11]1[CH2:10][CH2:9][N:8]([CH2:1][CH2:2][CH2:7][C:6]2[S:37][C:39]3[CH:26]=[CH:25][CH:24]=[CH:23][C:22]=3[N:29]=2)[CH2:13][CH2:12]1)[CH2:15][CH2:16][CH3:17]. (3) Given the reactants ClC(Cl)(Cl)CO[C:5](=[O:33])[NH:6][C:7]1[C:8]([CH3:32])=[C:9]([C:26]2[CH:31]=[CH:30][CH:29]=[CH:28][CH:27]=2)[C:10]2[O:14][CH2:13][CH:12]([C:15]3[CH:20]=[CH:19][C:18]([CH:21]([CH3:23])[CH3:22])=[CH:17][CH:16]=3)[C:11]=2[C:24]=1[CH3:25].[NH2:36][CH2:37][CH2:38][CH2:39][OH:40], predict the reaction product. The product is: [OH:40][CH2:39][CH2:38][CH2:37][NH:36][C:5]([NH:6][C:7]1[C:8]([CH3:32])=[C:9]([C:26]2[CH:31]=[CH:30][CH:29]=[CH:28][CH:27]=2)[C:10]2[O:14][CH2:13][CH:12]([C:15]3[CH:16]=[CH:17][C:18]([CH:21]([CH3:23])[CH3:22])=[CH:19][CH:20]=3)[C:11]=2[C:24]=1[CH3:25])=[O:33]. (4) Given the reactants C(O)C(F)(F)F.Cl.Cl.[NH2:9][C:10]1[CH:11]=[CH:12][C:13]([N:17]2[CH2:22][CH2:21][CH2:20][C@@H:19]([C:23]([N:25]3[CH2:29][CH2:28][CH2:27][CH2:26]3)=[O:24])[CH2:18]2)=[N:14][C:15]=1[NH2:16].[Cl:30][C:31]([Cl:37])([Cl:36])[C:32](=N)OC, predict the reaction product. The product is: [N:25]1([C:23]([C@@H:19]2[CH2:20][CH2:21][CH2:22][N:17]([C:13]3[N:14]=[C:15]4[NH:16][C:32]([C:31]([Cl:37])([Cl:36])[Cl:30])=[N:9][C:10]4=[CH:11][CH:12]=3)[CH2:18]2)=[O:24])[CH2:29][CH2:28][CH2:27][CH2:26]1. (5) Given the reactants [N:1]1([CH2:7][CH2:8][N:9]2[C:13]3[CH:14]=[CH:15][C:16](B4OC(C)(C)C(C)(C)O4)=[CH:17][C:12]=3[NH:11][C:10]2=[O:27])[CH2:6][CH2:5][O:4][CH2:3][CH2:2]1.Br[CH:29]=[C:30]1[C:36]2[CH:37]=[CH:38][C:39]([F:41])=[CH:40][C:35]=2[CH2:34][CH2:33][C:32]2[CH:42]=[C:43]([F:46])[CH:44]=[CH:45][C:31]1=2.C([O-])([O-])=O.[Na+].[Na+], predict the reaction product. The product is: [F:41][C:39]1[CH:38]=[CH:37][C:36]2[C:30](=[CH:29][C:16]3[CH:15]=[CH:14][C:13]4[N:9]([CH2:8][CH2:7][N:1]5[CH2:2][CH2:3][O:4][CH2:5][CH2:6]5)[C:10](=[O:27])[NH:11][C:12]=4[CH:17]=3)[C:31]3[CH:45]=[CH:44][C:43]([F:46])=[CH:42][C:32]=3[CH2:33][CH2:34][C:35]=2[CH:40]=1. (6) The product is: [Br:1][C:2]1[CH:7]=[C:6]([CH:8]=[CH:14][N:15]([CH3:17])[CH3:16])[C:5]([N+:9]([O-:11])=[O:10])=[CH:4][N:3]=1. Given the reactants [Br:1][C:2]1[CH:7]=[C:6]([CH3:8])[C:5]([N+:9]([O-:11])=[O:10])=[CH:4][N:3]=1.CO[CH:14](OC)[N:15]([CH3:17])[CH3:16].O, predict the reaction product. (7) Given the reactants Br[C:2]1[CH:7]=[CH:6][C:5]([NH2:8])=[C:4]([N+:9]([O-:11])=[O:10])[CH:3]=1.[F:12][C:13]1[CH:18]=[CH:17][CH:16]=[CH:15][C:14]=1B(O)O.C([O-])(O)=O.[Na+], predict the reaction product. The product is: [F:12][C:13]1[CH:18]=[CH:17][CH:16]=[CH:15][C:14]=1[C:2]1[CH:7]=[CH:6][C:5]([NH2:8])=[C:4]([N+:9]([O-:11])=[O:10])[CH:3]=1. (8) The product is: [NH2:19][CH2:18][C:15]1[CH:16]=[CH:17][C:12]([S:9]([N:8]([CH2:1][C:2]2[CH:3]=[CH:4][CH:5]=[CH:6][CH:7]=2)[C:20]2[C:25]([Cl:26])=[CH:24][C:23]([C:27]([F:30])([F:29])[F:28])=[CH:22][N:21]=2)(=[O:11])=[O:10])=[CH:13][CH:14]=1. Given the reactants [CH2:1]([N:8]([C:20]1[C:25]([Cl:26])=[CH:24][C:23]([C:27]([F:30])([F:29])[F:28])=[CH:22][N:21]=1)[S:9]([C:12]1[CH:17]=[CH:16][C:15]([C:18]#[N:19])=[CH:14][CH:13]=1)(=[O:11])=[O:10])[C:2]1[CH:7]=[CH:6][CH:5]=[CH:4][CH:3]=1, predict the reaction product.